Dataset: Reaction yield outcomes from USPTO patents with 853,638 reactions. Task: Predict the reaction yield, written as a fraction of the theoretical maximum amount of product (1.0 means a 100% yield; for example, 0.34 means a 34% yield). (1) The reactants are Br.C(O)(=O)C.CC1N=CSC=1C([O-])=O.C(OC([NH:25][C@H:26]1[C@H:31]([NH:32][C:33]([C:35]2[NH:36][C:37]([CH2:41][CH3:42])=[C:38]([Cl:40])[N:39]=2)=[O:34])[CH2:30][CH2:29][N:28]([C:43]2[S:44][C:45]([C:49]([O:51][CH2:52][CH3:53])=[O:50])=[C:46]([CH3:48])[N:47]=2)[CH2:27]1)=O)C1C=CC=CC=1.C(=O)(O)[O-].[Na+]. No catalyst specified. The product is [NH2:25][C@H:26]1[C@H:31]([NH:32][C:33]([C:35]2[NH:36][C:37]([CH2:41][CH3:42])=[C:38]([Cl:40])[N:39]=2)=[O:34])[CH2:30][CH2:29][N:28]([C:43]2[S:44][C:45]([C:49]([O:51][CH2:52][CH3:53])=[O:50])=[C:46]([CH3:48])[N:47]=2)[CH2:27]1. The yield is 1.00. (2) The reactants are [CH3:1][O:2][C:3]1[C:8]2[N:9]=[C:10]([NH:12][C:13]([C:15]3[S:16][C:17]([CH3:20])=[CH:18][CH:19]=3)=[O:14])[S:11][C:7]=2[C:6](I)=[CH:5][CH:4]=1.[CH3:22][C:23]1[CH:28]=[C:27]([Sn](C)(C)C)[CH:26]=[CH:25][N:24]=1. No catalyst specified. The product is [CH3:1][O:2][C:3]1[C:8]2[N:9]=[C:10]([NH:12][C:13]([C:15]3[S:16][C:17]([CH3:20])=[CH:18][CH:19]=3)=[O:14])[S:11][C:7]=2[C:6]([C:27]2[CH:26]=[CH:25][N:24]=[C:23]([CH3:22])[CH:28]=2)=[CH:5][CH:4]=1. The yield is 0.500. (3) The reactants are [Br:1][C:2]1[C:7]([OH:8])=[CH:6][CH:5]=[C:4]([CH3:9])[C:3]=1[CH:10]([OH:15])[C:11]([O:13][CH3:14])=[O:12].C(=O)([O-])[O-].[Cs+].[Cs+].[I-].[Na+]. The catalyst is CC(C)=O. The product is [CH2:10]([O:8][C:7]1[C:2]([Br:1])=[C:3]([CH:10]([OH:15])[C:11]([O:13][CH3:14])=[O:12])[C:4]([CH3:9])=[CH:5][CH:6]=1)[C:3]1[CH:4]=[CH:5][CH:6]=[CH:7][CH:2]=1. The yield is 0.690. (4) The reactants are [F:1][C:2]1[CH:30]=[CH:29][C:5]([CH2:6][N:7]2[C:15]3[C:10](=[CH:11][CH:12]=[CH:13][CH:14]=3)[C:9]3[CH2:16][C@@H:17](CO)[N:18]([C:20]([O:22][C:23]([CH3:26])([CH3:25])[CH3:24])=[O:21])[CH2:19][C:8]2=3)=[CH:4][CH:3]=1.CC[N:33]([CH2:36][CH3:37])[CH2:34]C.[C:38]([O:42][CH2:43][CH3:44])(=[O:41])C=C. The catalyst is CC(O)C.O.C([O-])(O)=O.[Na+]. The product is [CH2:43]([O:42][C:38](=[O:41])[CH2:37][CH2:36][NH:33][CH2:34][CH:17]1[N:18]([C:20]([O:22][C:23]([CH3:25])([CH3:24])[CH3:26])=[O:21])[CH2:19][C:8]2[N:7]([CH2:6][C:5]3[CH:4]=[CH:3][C:2]([F:1])=[CH:30][CH:29]=3)[C:15]3[C:10]([C:9]=2[CH2:16]1)=[CH:11][CH:12]=[CH:13][CH:14]=3)[CH3:44]. The yield is 0.110. (5) The reactants are [Br:1][C:2]1[CH:7]=[CH:6][C:5]([C:8](=NN(C)C)[C:9](=[O:14])[C:10]([F:13])([F:12])[F:11])=[CH:4][CH:3]=1.S(=O)(=O)(O)[OH:20]. No catalyst specified. The product is [Br:1][C:2]1[CH:7]=[CH:6][C:5]([C:8](=[O:20])[C:9](=[O:14])[C:10]([F:13])([F:12])[F:11])=[CH:4][CH:3]=1. The yield is 0.920. (6) The reactants are [OH-].[Na+].[C:3](=[O:10])([O:5][C:6]([CH3:9])([CH3:8])[CH3:7])[NH2:4].ClOC(C)(C)C.CC[C@@H]1[C@@H]2C[C@H]([C@@H:52]([O:51]C3C4C(=CC=CC=4)C([O:51][C@@H:52]([C:63]4C=CN=[C:69]5[C:64]=4[CH:65]=[C:66](OC)[CH:67]=[CH:68]5)[C@@H]4N5C[C@H](CC)[C@@H](CC5)C4)=NN=3)[C:63]3C=CN=[C:69]4[C:64]=3[CH:65]=[C:66](OC)[CH:67]=[CH:68]4)N(CC2)C1.C(C1C=C(C=CC=1)[CH2:80][N:81]1[CH2:86][CH2:85][O:84][CH2:83][CH2:82]1)=C. The catalyst is O.C(O)CC.S([O-])([O-])=O.[Na+].[Na+].O.O.[Os](=O)(=O)=O.[K]. The product is [C:6]([O:5][C:3](=[O:10])[NH:4][C@H:63]([C:64]1[CH:69]=[CH:68][CH:67]=[C:66]([CH2:80][N:81]2[CH2:86][CH2:85][O:84][CH2:83][CH2:82]2)[CH:65]=1)[CH2:52][OH:51])([CH3:9])([CH3:8])[CH3:7]. The yield is 0.240. (7) The yield is 0.530. The product is [Cl-:23].[OH:24][CH2:25][CH2:26][N+:27]1[CH:32]=[CH:31][C:30](/[CH:33]=[CH:21]/[C:17]2[CH:18]=[CH:19][C:20]3[N:8]([CH2:7][CH2:6][O:5][CH2:4][CH2:3][O:2][CH3:1])[C:9]4[C:14]([C:15]=3[CH:16]=2)=[CH:13][CH:12]=[CH:11][CH:10]=4)=[CH:29][CH:28]=1. The reactants are [CH3:1][O:2][CH2:3][CH2:4][O:5][CH2:6][CH2:7][N:8]1[C:20]2[CH:19]=[CH:18][C:17]([CH:21]=O)=[CH:16][C:15]=2[C:14]2[C:9]1=[CH:10][CH:11]=[CH:12][CH:13]=2.[Cl-:23].[OH:24][CH2:25][CH2:26][N+:27]1[CH:32]=[CH:31][C:30]([CH3:33])=[CH:29][CH:28]=1.N1CCCCC1. The catalyst is C(O)C. (8) The reactants are [CH3:1][CH:2]([SH:4])[CH3:3].[H-].[Na+].[CH2:7]([O:9][C:10](=[O:24])[CH:11]([C:14]1[CH:19]=[CH:18][C:17]([N+:20]([O-:22])=[O:21])=[C:16](F)[CH:15]=1)[CH2:12][CH3:13])[CH3:8].[NH4+].[Cl-]. The catalyst is CN(C=O)C.O. The product is [CH2:7]([O:9][C:10](=[O:24])[CH:11]([C:14]1[CH:19]=[CH:18][C:17]([N+:20]([O-:22])=[O:21])=[C:16]([S:4][CH:2]([CH3:3])[CH3:1])[CH:15]=1)[CH2:12][CH3:13])[CH3:8]. The yield is 0.640.